This data is from Peptide-MHC class I binding affinity with 185,985 pairs from IEDB/IMGT. The task is: Regression. Given a peptide amino acid sequence and an MHC pseudo amino acid sequence, predict their binding affinity value. This is MHC class I binding data. (1) The peptide sequence is IAKGIDAEF. The MHC is HLA-B46:01 with pseudo-sequence HLA-B46:01. The binding affinity (normalized) is 0.526. (2) The peptide sequence is EPWDEWVVEV. The MHC is Mamu-A2201 with pseudo-sequence Mamu-A2201. The binding affinity (normalized) is 0.134.